This data is from Forward reaction prediction with 1.9M reactions from USPTO patents (1976-2016). The task is: Predict the product of the given reaction. (1) Given the reactants [CH:1]1([C:4]2[CH:5]=[CH:6][C:7]([C:15]([OH:17])=O)=[N:8][C:9]=2[O:10][CH2:11][CH:12]2[CH2:14][CH2:13]2)[CH2:3][CH2:2]1.Cl.[F:19][C:20]([F:29])([F:28])[CH:21]([CH:23]1[CH2:27][CH2:26][NH:25][CH2:24]1)[OH:22], predict the reaction product. The product is: [CH:1]1([C:4]2[CH:5]=[CH:6][C:7]([C:15]([N:25]3[CH2:26][CH2:27][CH:23]([CH:21]([OH:22])[C:20]([F:28])([F:29])[F:19])[CH2:24]3)=[O:17])=[N:8][C:9]=2[O:10][CH2:11][CH:12]2[CH2:13][CH2:14]2)[CH2:2][CH2:3]1. (2) Given the reactants [CH2:1]1[C:9]2[C:4](=[CH:5][C:6]([OH:10])=[CH:7][CH:8]=2)[CH2:3][CH2:2]1.[OH-].[Na+].[Br:13][CH:14](C)C(Br)C.S([O-])(O)(=O)=O.[C:24]([NH3+])([CH3:27])([CH3:26])C, predict the reaction product. The product is: [Br:13][CH2:14][CH2:26][CH2:24][CH2:27][O:10][C:6]1[CH:5]=[C:4]2[C:9](=[CH:8][CH:7]=1)[CH2:1][CH2:2][CH2:3]2. (3) Given the reactants [CH:1]1([N:6]2[CH2:12][C:11]3([CH2:15][CH2:14][CH2:13]3)[C:10](=[O:16])[N:9]([CH3:17])[C:8]3[CH:18]=[N:19][C:20]([NH:22][C:23]4[CH:31]=[CH:30][C:26]([C:27](O)=[O:28])=[CH:25][C:24]=4[O:32][CH3:33])=[N:21][C:7]2=3)[CH2:5][CH2:4][CH2:3][CH2:2]1.[NH2:34][C@H:35]1[CH2:40][CH2:39][CH2:38][N:37](C(OC(C)(C)C)=O)[CH2:36]1, predict the reaction product. The product is: [CH:1]1([N:6]2[CH2:12][C:11]3([CH2:15][CH2:14][CH2:13]3)[C:10](=[O:16])[N:9]([CH3:17])[C:8]3[CH:18]=[N:19][C:20]([NH:22][C:23]4[CH:31]=[CH:30][C:26]([C:27]([NH:34][C@H:35]5[CH2:40][CH2:39][CH2:38][NH:37][CH2:36]5)=[O:28])=[CH:25][C:24]=4[O:32][CH3:33])=[N:21][C:7]2=3)[CH2:5][CH2:4][CH2:3][CH2:2]1.